From a dataset of Reaction yield outcomes from USPTO patents with 853,638 reactions. Predict the reaction yield, written as a fraction of the theoretical maximum amount of product (1.0 means a 100% yield; for example, 0.34 means a 34% yield). (1) The catalyst is C1COCC1. The reactants are C[O:2][C:3]([CH:5]1[CH:11]([C:12](OC)=[O:13])[CH:10]2[O:16][CH:6]1[CH2:7][C:8]([C:18]1[N:26](C3CCCCO3)[C:25]3[C:24](=[O:33])[N:23]([CH2:34][CH2:35][CH3:36])[C:22](=[O:37])[N:21]([CH2:38][CH2:39][CH3:40])[C:20]=3[N:19]=1)([OH:17])[CH2:9]2)=O.[Li+].[BH4-]. The yield is 0.920. The product is [OH:17][C:8]1([C:18]2[NH:26][C:25]3[C:24](=[O:33])[N:23]([CH2:34][CH2:35][CH3:36])[C:22](=[O:37])[N:21]([CH2:38][CH2:39][CH3:40])[C:20]=3[N:19]=2)[CH2:7][CH:6]2[O:16][CH:10]([CH:11]([CH2:12][OH:13])[CH:5]2[CH2:3][OH:2])[CH2:9]1. (2) The reactants are [OH:1][C:2]1[C:7]2[N:8]([CH2:12][CH2:13][O:14][CH3:15])[C:9]([CH3:11])=[N:10][C:6]=2[CH:5]=[C:4]([C:16]([N:18]([CH3:20])[CH3:19])=[O:17])[CH:3]=1.C(=O)([O-])[O-].[K+].[K+]. The catalyst is CN(C)C=O. The product is [CH3:7][N:8]([CH2:12][C:3]1[C:4]([C:16]([N:18]([CH3:20])[CH3:19])=[O:17])=[CH:5][C:6]2[N:10]=[C:9]([CH3:11])[N:8]([CH2:12][CH2:13][O:14][CH3:15])[C:7]=2[C:2]=1[OH:1])[CH3:9]. The yield is 0.710.